Dataset: NCI-60 drug combinations with 297,098 pairs across 59 cell lines. Task: Regression. Given two drug SMILES strings and cell line genomic features, predict the synergy score measuring deviation from expected non-interaction effect. (1) Drug 1: CC1CCC2CC(C(=CC=CC=CC(CC(C(=O)C(C(C(=CC(C(=O)CC(OC(=O)C3CCCCN3C(=O)C(=O)C1(O2)O)C(C)CC4CCC(C(C4)OC)OCCO)C)C)O)OC)C)C)C)OC. Drug 2: C1=NNC2=C1C(=O)NC=N2. Cell line: KM12. Synergy scores: CSS=-5.71, Synergy_ZIP=-1.34, Synergy_Bliss=-1.17, Synergy_Loewe=-20.9, Synergy_HSA=-8.28. (2) Drug 1: COC1=NC(=NC2=C1N=CN2C3C(C(C(O3)CO)O)O)N. Drug 2: CC(C)(C#N)C1=CC(=CC(=C1)CN2C=NC=N2)C(C)(C)C#N. Cell line: SNB-75. Synergy scores: CSS=25.0, Synergy_ZIP=-3.77, Synergy_Bliss=-1.33, Synergy_Loewe=-0.711, Synergy_HSA=-1.37. (3) Drug 1: CC1=C(C=C(C=C1)NC(=O)C2=CC=C(C=C2)CN3CCN(CC3)C)NC4=NC=CC(=N4)C5=CN=CC=C5. Drug 2: CCC1=C2CN3C(=CC4=C(C3=O)COC(=O)C4(CC)O)C2=NC5=C1C=C(C=C5)O. Cell line: CAKI-1. Synergy scores: CSS=13.2, Synergy_ZIP=3.53, Synergy_Bliss=3.42, Synergy_Loewe=-40.6, Synergy_HSA=0.0322. (4) Drug 1: CN1CCC(CC1)COC2=C(C=C3C(=C2)N=CN=C3NC4=C(C=C(C=C4)Br)F)OC. Drug 2: CS(=O)(=O)OCCCCOS(=O)(=O)C. Cell line: BT-549. Synergy scores: CSS=2.73, Synergy_ZIP=-1.28, Synergy_Bliss=1.76, Synergy_Loewe=-1.71, Synergy_HSA=-1.06. (5) Drug 1: CCN(CC)CCNC(=O)C1=C(NC(=C1C)C=C2C3=C(C=CC(=C3)F)NC2=O)C. Drug 2: CN(CCCl)CCCl.Cl. Cell line: HOP-92. Synergy scores: CSS=19.7, Synergy_ZIP=-4.40, Synergy_Bliss=-4.48, Synergy_Loewe=0.477, Synergy_HSA=0.452.